From a dataset of Blood-brain barrier permeability classification from the B3DB database. Regression/Classification. Given a drug SMILES string, predict its absorption, distribution, metabolism, or excretion properties. Task type varies by dataset: regression for continuous measurements (e.g., permeability, clearance, half-life) or binary classification for categorical outcomes (e.g., BBB penetration, CYP inhibition). Dataset: b3db_classification. (1) The drug is O=C(c1ccccn1)N1CCN(Cc2ccccc2)CC1. The result is 1 (penetrates BBB). (2) The drug is CCC1(C)OC(=O)N(C)C1=O. The result is 1 (penetrates BBB). (3) The compound is O=C1Nc2ccc(Cl)nc2C(c2ccccc2Cl)=N[C@H]1O. The result is 1 (penetrates BBB). (4) The compound is C[C@H](O)[C@@H]1C(=O)N2C(C(=O)O)=C([C@@H]3CCCO3)S[C@H]12. The result is 0 (does not penetrate BBB). (5) The molecule is CC(=O)OCC(=O)OCC/C(SC(=O)c1ccco1)=C(/C)N(C=O)Cc1cnc(C)nc1N. The result is 1 (penetrates BBB). (6) The molecule is CC(C)(C)NCC(O)COc1nsnc1N1CCOCC1. The result is 0 (does not penetrate BBB).